Dataset: NCI-60 drug combinations with 297,098 pairs across 59 cell lines. Task: Regression. Given two drug SMILES strings and cell line genomic features, predict the synergy score measuring deviation from expected non-interaction effect. (1) Drug 1: CC1C(C(CC(O1)OC2CC(CC3=C2C(=C4C(=C3O)C(=O)C5=C(C4=O)C(=CC=C5)OC)O)(C(=O)CO)O)N)O.Cl. Drug 2: CC1OCC2C(O1)C(C(C(O2)OC3C4COC(=O)C4C(C5=CC6=C(C=C35)OCO6)C7=CC(=C(C(=C7)OC)O)OC)O)O. Cell line: SNB-19. Synergy scores: CSS=43.9, Synergy_ZIP=9.62, Synergy_Bliss=9.78, Synergy_Loewe=8.07, Synergy_HSA=13.3. (2) Drug 1: CC1=C2C(C(=O)C3(C(CC4C(C3C(C(C2(C)C)(CC1OC(=O)C(C(C5=CC=CC=C5)NC(=O)OC(C)(C)C)O)O)OC(=O)C6=CC=CC=C6)(CO4)OC(=O)C)OC)C)OC. Drug 2: C1=CC(=CC=C1CCCC(=O)O)N(CCCl)CCCl. Cell line: SNB-19. Synergy scores: CSS=47.6, Synergy_ZIP=0.504, Synergy_Bliss=1.00, Synergy_Loewe=-3.89, Synergy_HSA=6.00.